From a dataset of Full USPTO retrosynthesis dataset with 1.9M reactions from patents (1976-2016). Predict the reactants needed to synthesize the given product. (1) Given the product [Br:1][C:2]1[CH:7]=[CH:6][C:5]([O:8][CH3:13])=[C:4]([Cl:9])[CH:3]=1, predict the reactants needed to synthesize it. The reactants are: [Br:1][C:2]1[CH:7]=[CH:6][C:5]([OH:8])=[C:4]([Cl:9])[CH:3]=1.[N+]([C:13]1C=CC(OC)=CC=1C(F)(F)F)([O-])=O. (2) The reactants are: [CH:1]1([C:4]2[C:5]([O:21][C@@H:22]([CH3:27])[C:23]([F:26])([F:25])[F:24])=[CH:6][C:7]([C:10]([NH:12][CH:13]([C:17]([CH3:20])([CH3:19])[CH3:18])[C:14]([OH:16])=O)=[O:11])=[N:8][CH:9]=2)[CH2:3][CH2:2]1.[Cl-].[NH4+:29]. Given the product [NH2:29][C:14](=[O:16])[CH:13]([NH:12][C:10]([C:7]1[CH:6]=[C:5]([O:21][C@@H:22]([CH3:27])[C:23]([F:24])([F:26])[F:25])[C:4]([CH:1]2[CH2:2][CH2:3]2)=[CH:9][N:8]=1)=[O:11])[C:17]([CH3:20])([CH3:19])[CH3:18], predict the reactants needed to synthesize it. (3) Given the product [C:11]([O:10][CH2:9][CH2:8][CH2:7][CH2:6][CH2:5][CH2:4][CH2:3][CH2:2][O:1][C:28](=[O:29])[C:27]1[CH:26]=[C:25]([N+:22]([O-:24])=[O:23])[CH:33]=[C:32]([N+:34]([O-:36])=[O:35])[CH:31]=1)(=[O:15])[C:12]([CH3:14])=[CH2:13], predict the reactants needed to synthesize it. The reactants are: [OH:1][CH2:2][CH2:3][CH2:4][CH2:5][CH2:6][CH2:7][CH2:8][CH2:9][O:10][C:11](=[O:15])[C:12]([CH3:14])=[CH2:13].N1C=CC=CC=1.[N+:22]([C:25]1[CH:26]=[C:27]([CH:31]=[C:32]([N+:34]([O-:36])=[O:35])[CH:33]=1)[C:28](Cl)=[O:29])([O-:24])=[O:23].Cl. (4) Given the product [Cl:8][C:9]1[C:10](=[O:22])[N:11]([CH:16]2[CH2:21][CH2:20][CH2:19][CH2:18][O:17]2)[N:12]=[CH:13][C:14]=1[O:5][CH:1]1[CH2:4][CH2:3][CH2:2]1, predict the reactants needed to synthesize it. The reactants are: [CH:1]1([OH:5])[CH2:4][CH2:3][CH2:2]1.[H-].[Na+].[Cl:8][C:9]1[C:10](=[O:22])[N:11]([CH:16]2[CH2:21][CH2:20][CH2:19][CH2:18][O:17]2)[N:12]=[CH:13][C:14]=1Cl. (5) Given the product [F:1][C:2]1[C:7]([NH:8][C:9]([NH:11][C:12]2[CH:13]=[CH:14][CH:15]=[CH:16][CH:17]=2)=[O:10])=[CH:6][C:5]([C:18]2[C:19](=[O:39])[N:20]([CH:36]([CH3:38])[CH3:37])[C:21]3[C:26]([CH:27]=2)=[CH:25][N:24]=[C:23]([NH:28][C:29](=[O:35])[O:30][C:31]([CH3:33])=[CH2:32])[CH:22]=3)=[C:4]([CH3:40])[CH:3]=1, predict the reactants needed to synthesize it. The reactants are: [F:1][C:2]1[C:7]([NH:8][C:9]([NH:11][C:12]2[CH:17]=[CH:16][CH:15]=[CH:14][CH:13]=2)=[O:10])=[CH:6][C:5]([C:18]2[C:19](=[O:39])[N:20]([CH:36]([CH3:38])[CH3:37])[C:21]3[C:26]([CH:27]=2)=[CH:25][N:24]=[C:23]([NH:28][C:29](=[O:35])[O:30][C:31](C)([CH3:33])[CH3:32])[CH:22]=3)=[C:4]([CH3:40])[CH:3]=1.Cl.O1CCOCC1.ClC(OC(C)=C)=O. (6) Given the product [F:13][C:14]1[CH:15]=[C:16]([CH2:30][C:31]([OH:33])([CH3:34])[CH3:32])[CH:17]=[C:18]([F:29])[C:19]=1[C:2]1[N:7]=[C:6]([C:8]([O:10][CH3:11])=[O:9])[CH:5]=[CH:4][C:3]=1[F:12], predict the reactants needed to synthesize it. The reactants are: Br[C:2]1[N:7]=[C:6]([C:8]([O:10][CH3:11])=[O:9])[CH:5]=[CH:4][C:3]=1[F:12].[F:13][C:14]1[CH:15]=[C:16]([CH2:30][C:31]([CH3:34])([OH:33])[CH3:32])[CH:17]=[C:18]([F:29])[C:19]=1B1OC(C)(C)C(C)(C)O1.